The task is: Predict the product of the given reaction.. This data is from Forward reaction prediction with 1.9M reactions from USPTO patents (1976-2016). (1) Given the reactants [C:1]([NH:22][CH2:23][CH2:24][CH2:25][CH2:26][C@H:27]([NH:32][C:33](=[O:43])[CH2:34]/[CH:35]=[CH:36]/[C:37]1[CH:38]=[N:39][CH:40]=[CH:41][CH:42]=1)[C:28]([O:30]C)=[O:29])(=[O:21])[CH2:2][CH2:3][CH2:4]/[CH:5]=[CH:6]\[CH2:7]/[CH:8]=[CH:9]\[CH2:10]/[CH:11]=[CH:12]\[CH2:13]/[CH:14]=[CH:15]\[CH2:16]/[CH:17]=[CH:18]\[CH2:19][CH3:20].[OH-].[Na+].Cl, predict the reaction product. The product is: [C:1]([NH:22][CH2:23][CH2:24][CH2:25][CH2:26][C@H:27]([NH:32][C:33](=[O:43])[CH2:34]/[CH:35]=[CH:36]/[C:37]1[CH:38]=[N:39][CH:40]=[CH:41][CH:42]=1)[C:28]([OH:30])=[O:29])(=[O:21])[CH2:2][CH2:3][CH2:4]/[CH:5]=[CH:6]\[CH2:7]/[CH:8]=[CH:9]\[CH2:10]/[CH:11]=[CH:12]\[CH2:13]/[CH:14]=[CH:15]\[CH2:16]/[CH:17]=[CH:18]\[CH2:19][CH3:20]. (2) Given the reactants [O:1]1[C:5]2[CH:6]=[CH:7][CH:8]=[CH:9][C:4]=2[N:3]=[CH:2]1.[Li]CCCC.C([C:17]([O:19][CH2:20][C:21]1[CH:26]=[CH:25][CH:24]=[CH:23][CH:22]=1)=[O:18])#N.C([O-])(O)=O.[Na+], predict the reaction product. The product is: [O:1]1[C:5]2[CH:6]=[CH:7][CH:8]=[CH:9][C:4]=2[N:3]=[C:2]1[C:17]([O:19][CH2:20][C:21]1[CH:26]=[CH:25][CH:24]=[CH:23][CH:22]=1)=[O:18]. (3) Given the reactants [F:1][C:2]1[CH:6]=[N:5][N:4]([CH3:7])[C:3]=1[C:8]1[CH:9]=[C:10]([NH2:16])[CH:11]=[CH:12][C:13]=1[O:14][CH3:15].[F:17][C:18]1[CH:23]=[C:22]([F:24])[CH:21]=[CH:20][C:19]=1[N:25]=[C:26]=[O:27], predict the reaction product. The product is: [F:17][C:18]1[CH:23]=[C:22]([F:24])[CH:21]=[CH:20][C:19]=1[NH:25][C:26]([NH:16][C:10]1[CH:11]=[CH:12][C:13]([O:14][CH3:15])=[C:8]([C:3]2[N:4]([CH3:7])[N:5]=[CH:6][C:2]=2[F:1])[CH:9]=1)=[O:27]. (4) Given the reactants [Br:1][CH2:2][CH2:3][CH2:4][O:5][C:6]1[CH:39]=[CH:38][C:9]([CH2:10][NH:11][C:12]2[N:17]=[C:16]([O:18][CH2:19][C:20]([F:23])([F:22])[F:21])[N:15]=[C:14]([NH:24][C:25]3[CH:37]=[CH:36][C:28]([C:29](OC(C)(C)C)=[O:30])=[CH:27][CH:26]=3)[N:13]=2)=[CH:8][C:7]=1[Cl:40].FC(F)(F)C(O)=O.C(N(CC)C(C)C)(C)C.[NH2:57][CH2:58][C:59]([CH3:70])([CH3:69])[CH2:60][NH:61][C:62](=[O:68])[O:63][C:64]([CH3:67])([CH3:66])[CH3:65].F[P-](F)(F)(F)(F)F.N1(OC(N(C)C)=[N+](C)C)C2N=CC=CC=2N=N1, predict the reaction product. The product is: [Br:1][CH2:2][CH2:3][CH2:4][O:5][C:6]1[CH:39]=[CH:38][C:9]([CH2:10][NH:11][C:12]2[N:17]=[C:16]([O:18][CH2:19][C:20]([F:22])([F:21])[F:23])[N:15]=[C:14]([NH:24][C:25]3[CH:26]=[CH:27][C:28]([C:29]([NH:57][CH2:58][C:59]([CH3:70])([CH3:69])[CH2:60][NH:61][C:62](=[O:68])[O:63][C:64]([CH3:65])([CH3:67])[CH3:66])=[O:30])=[CH:36][CH:37]=3)[N:13]=2)=[CH:8][C:7]=1[Cl:40]. (5) Given the reactants C([O:3][C:4]([C:6]([CH3:33])([CH3:32])[C:7]1[CH:12]=[CH:11][C:10]([NH:13][C:14]2[C:19]([F:20])=[CH:18][N:17]=[C:16]([NH:21][C:22]3[CH:27]=[CH:26][C:25]4[O:28][CH2:29][CH2:30][O:31][C:24]=4[CH:23]=3)[N:15]=2)=[CH:9][CH:8]=1)=O)C.CC(C[AlH]CC(C)C)C, predict the reaction product. The product is: [CH2:30]1[CH2:29][O:28][C:25]2[CH:26]=[CH:27][C:22]([NH:21][C:16]3[N:15]=[C:14]([NH:13][C:10]4[CH:11]=[CH:12][C:7]([C:6]([CH3:32])([CH3:33])[CH2:4][OH:3])=[CH:8][CH:9]=4)[C:19]([F:20])=[CH:18][N:17]=3)=[CH:23][C:24]=2[O:31]1. (6) Given the reactants [F:1][C:2]1[C:9]([F:10])=[CH:8][CH:7]=[CH:6][C:3]=1[CH:4]=[O:5].S(=O)(=O)(O)O.[N+:16]([O-])([OH:18])=[O:17], predict the reaction product. The product is: [F:1][C:2]1[C:9]([F:10])=[CH:8][C:7]([N+:16]([O-:18])=[O:17])=[CH:6][C:3]=1[CH:4]=[O:5]. (7) Given the reactants [F:1][C:2]1[CH:55]=[CH:54][CH:53]=[C:52]([C:56]([F:59])([F:58])[F:57])[C:3]=1[CH2:4][N:5]1[C:10]2[CH2:11][O:12][C:13]3([CH2:18][CH2:17][N:16]([CH2:19][C:20]4[O:21][C:22]([C:25]([F:28])([F:27])[F:26])=[CH:23][CH:24]=4)[CH2:15][CH2:14]3)[C:9]=2[C:8](=[O:29])[N:7]([CH2:30][CH:31]([NH:43]C(=O)OC(C)(C)C)[C:32]2[CH:37]=[CH:36][CH:35]=[C:34]([NH:38][C:39]([NH:41][CH3:42])=[O:40])[CH:33]=2)[C:6]1=[O:51].FC(F)(F)C(O)=O.C([O-])(O)=O.[Na+], predict the reaction product. The product is: [NH2:43][CH:31]([C:32]1[CH:33]=[C:34]([NH:38][C:39]([NH:41][CH3:42])=[O:40])[CH:35]=[CH:36][CH:37]=1)[CH2:30][N:7]1[C:8](=[O:29])[C:9]2[C:13]3([O:12][CH2:11][C:10]=2[N:5]([CH2:4][C:3]2[C:52]([C:56]([F:57])([F:58])[F:59])=[CH:53][CH:54]=[CH:55][C:2]=2[F:1])[C:6]1=[O:51])[CH2:14][CH2:15][N:16]([CH2:19][C:20]1[O:21][C:22]([C:25]([F:27])([F:26])[F:28])=[CH:23][CH:24]=1)[CH2:17][CH2:18]3.